Dataset: Peptide-MHC class I binding affinity with 185,985 pairs from IEDB/IMGT. Task: Regression. Given a peptide amino acid sequence and an MHC pseudo amino acid sequence, predict their binding affinity value. This is MHC class I binding data. (1) The peptide sequence is LFLSFLYTL. The MHC is HLA-A23:01 with pseudo-sequence HLA-A23:01. The binding affinity (normalized) is 0.922. (2) The peptide sequence is YQAFRTKVH. The MHC is HLA-A02:06 with pseudo-sequence HLA-A02:06. The binding affinity (normalized) is 0.431.